From a dataset of Peptide-MHC class II binding affinity with 134,281 pairs from IEDB. Regression. Given a peptide amino acid sequence and an MHC pseudo amino acid sequence, predict their binding affinity value. This is MHC class II binding data. The peptide sequence is WSWVRQPPGRGLEWI. The MHC is DRB1_0401 with pseudo-sequence DRB1_0401. The binding affinity (normalized) is 0.0106.